Task: Predict the reactants needed to synthesize the given product.. Dataset: Full USPTO retrosynthesis dataset with 1.9M reactions from patents (1976-2016) (1) Given the product [CH2:24]([NH:38][C:16]([C:18]1[CH:23]=[N:22][CH:21]=[CH:20][N:19]=1)=[O:17])[CH2:25][CH2:26][CH2:27][CH2:28][CH2:29][CH2:30][CH2:31][CH2:32][CH2:33][CH2:34][CH2:35][CH2:36][CH3:37], predict the reactants needed to synthesize it. The reactants are: C(O[C:16]([C:18]1[CH:23]=[N:22][CH:21]=[CH:20][N:19]=1)=[O:17])CCCCCCCCCCCCC.[CH2:24]([NH2:38])[CH2:25][CH2:26][CH2:27][CH2:28][CH2:29][CH2:30][CH2:31][CH2:32][CH2:33][CH2:34][CH2:35][CH2:36][CH3:37]. (2) Given the product [S:8]1[C:9]2[C:4](=[CH:3][C:2]([CH:26]=[O:27])=[CH:11][CH:10]=2)[CH2:5][CH2:6][CH2:7]1, predict the reactants needed to synthesize it. The reactants are: Br[C:2]1[CH:3]=[C:4]2[C:9](=[CH:10][CH:11]=1)[S:8][CH2:7][CH2:6][CH2:5]2.C([Li])CCC.CCCCCC.CN([CH:26]=[O:27])C.[Cl-].[NH4+]. (3) Given the product [NH2:1][C:2]1[CH:3]=[C:4]([C@:8]23[CH2:16][N:15]([C:30]4[N:31]=[CH:32][C:27]([F:26])=[CH:28][N:29]=4)[CH2:14][C@H:13]2[CH2:12][S:11][C:10]([NH:17][C:18](=[O:25])[C:19]2[CH:20]=[CH:21][CH:22]=[CH:23][CH:24]=2)=[N:9]3)[CH:5]=[CH:6][CH:7]=1, predict the reactants needed to synthesize it. The reactants are: [NH2:1][C:2]1[CH:3]=[C:4]([C@:8]23[CH2:16][NH:15][CH2:14][C@H:13]2[CH2:12][S:11][C:10]([NH:17][C:18](=[O:25])[C:19]2[CH:24]=[CH:23][CH:22]=[CH:21][CH:20]=2)=[N:9]3)[CH:5]=[CH:6][CH:7]=1.[F:26][C:27]1[CH:28]=[N:29][C:30](Cl)=[N:31][CH:32]=1.C(N(C(C)C)CC)(C)C. (4) The reactants are: [NH2:1][CH2:2][CH2:3][C:4]1[N:5]=[C:6]([NH:9][C:10]([NH:12][C:13]2[CH:18]=[CH:17][C:16]([CH3:19])=[CH:15][C:14]=2[C:20]([CH:22]2[CH2:26][CH2:25][CH2:24][CH2:23]2)=[O:21])=[O:11])[S:7][CH:8]=1.[CH3:27][N:28]([CH2:30][C:31](O)=[O:32])[CH3:29]. Given the product [CH:22]1([C:20]([C:14]2[CH:15]=[C:16]([CH3:19])[CH:17]=[CH:18][C:13]=2[NH:12][C:10](=[O:11])[NH:9][C:6]2[S:7][CH:8]=[C:4]([CH2:3][CH2:2][NH:1][C:31](=[O:32])[CH2:30][N:28]([CH3:29])[CH3:27])[N:5]=2)=[O:21])[CH2:23][CH2:24][CH2:25][CH2:26]1, predict the reactants needed to synthesize it. (5) Given the product [OH:19][N:20]=[C:7]1[C:6]2[CH:10]=[CH:11][CH2:12][CH2:13][C:5]=2[CH2:4][CH2:3][N:2]([CH3:1])[C:8]1=[O:9], predict the reactants needed to synthesize it. The reactants are: [CH3:1][N:2]1[C:8](=[O:9])[CH2:7][C:6]2[CH:10]=[CH:11][CH2:12][CH2:13][C:5]=2[CH2:4][CH2:3]1.C([O:19][N:20]=O)CC(C)C.C[Si]([N-][Si](C)(C)C)(C)C.[Na+]. (6) Given the product [Cl:1][CH2:2][CH2:3][CH2:4][O:5][C:6]1[CH:11]=[CH:10][C:9]([C:12]2[CH:17]=[CH:16][C:15]([C:18]([Cl:23])=[O:20])=[CH:14][CH:13]=2)=[CH:8][CH:7]=1, predict the reactants needed to synthesize it. The reactants are: [Cl:1][CH2:2][CH2:3][CH2:4][O:5][C:6]1[CH:11]=[CH:10][C:9]([C:12]2[CH:17]=[CH:16][C:15]([C:18]([OH:20])=O)=[CH:14][CH:13]=2)=[CH:8][CH:7]=1.S(Cl)([Cl:23])=O. (7) The reactants are: [OH:1][C:2]1[CH:11]=[CH:10][C:5]([C:6]([O:8][CH3:9])=[O:7])=[C:4]([C:12]([F:15])([F:14])[F:13])[CH:3]=1.S(=O)(=O)(O)O.[N+:21]([O-])([OH:23])=[O:22]. Given the product [OH:1][C:2]1[C:11]([N+:21]([O-:23])=[O:22])=[CH:10][C:5]([C:6]([O:8][CH3:9])=[O:7])=[C:4]([C:12]([F:13])([F:14])[F:15])[CH:3]=1, predict the reactants needed to synthesize it.